This data is from Peptide-MHC class I binding affinity with 185,985 pairs from IEDB/IMGT. The task is: Regression. Given a peptide amino acid sequence and an MHC pseudo amino acid sequence, predict their binding affinity value. This is MHC class I binding data. (1) The peptide sequence is IVLLCYGGW. The MHC is HLA-B15:01 with pseudo-sequence HLA-B15:01. The binding affinity (normalized) is 0.193. (2) The peptide sequence is QVNHYLLSY. The MHC is HLA-A01:01 with pseudo-sequence HLA-A01:01. The binding affinity (normalized) is 0.578. (3) The peptide sequence is LSPQVIKSL. The MHC is Mamu-A01 with pseudo-sequence Mamu-A01. The binding affinity (normalized) is 0.927. (4) The peptide sequence is ELHNGFTGY. The MHC is HLA-B18:01 with pseudo-sequence HLA-B18:01. The binding affinity (normalized) is 0.0847. (5) The peptide sequence is VPSLQYLAL. The MHC is HLA-B51:01 with pseudo-sequence HLA-B51:01. The binding affinity (normalized) is 0.358. (6) The MHC is HLA-A30:01 with pseudo-sequence HLA-A30:01. The peptide sequence is SYGCPTNPF. The binding affinity (normalized) is 0.213.